From a dataset of Full USPTO retrosynthesis dataset with 1.9M reactions from patents (1976-2016). Predict the reactants needed to synthesize the given product. (1) Given the product [CH3:7][C:3]1[NH:2][C:7]2[CH2:3][CH2:4][CH2:5][C:9](=[O:12])[C:10]=2[C:4]=1[CH3:5], predict the reactants needed to synthesize it. The reactants are: O/[N:2]=[C:3](\[CH3:7])/[C:4](=O)[CH3:5].O.[C:9]([OH:12])(=O)[CH3:10]. (2) Given the product [CH3:11][N:8]1[C:9]2[C:5](=[CH:4][CH:3]=[C:2]([C:18]3[CH:19]=[CH:20][N:15]=[CH:16][CH:17]=3)[CH:10]=2)[C:6]([CH3:14])([CH3:13])[C:7]1=[O:12], predict the reactants needed to synthesize it. The reactants are: Br[C:2]1[CH:10]=[C:9]2[C:5]([C:6]([CH3:14])([CH3:13])[C:7](=[O:12])[N:8]2[CH3:11])=[CH:4][CH:3]=1.[N:15]1[CH:20]=[CH:19][C:18](B(O)O)=[CH:17][CH:16]=1.C([O-])([O-])=O.[Na+].[Na+].